Dataset: Forward reaction prediction with 1.9M reactions from USPTO patents (1976-2016). Task: Predict the product of the given reaction. Given the reactants Br[C:2]1[CH:7]=[CH:6][C:5]([C:8]2[C:19](=[O:20])[N:18]([CH2:21][CH3:22])[C:11]3[N:12]=[C:13]([S:16][CH3:17])[N:14]=[CH:15][C:10]=3[CH:9]=2)=[C:4]([Cl:23])[CH:3]=1.[CH3:24][C:25]1[S:26][CH:27]=[CH:28][N:29]=1.C([O-])(=O)C.[K+], predict the reaction product. The product is: [Cl:23][C:4]1[CH:3]=[C:2]([C:27]2[S:26][C:25]([CH3:24])=[N:29][CH:28]=2)[CH:7]=[CH:6][C:5]=1[C:8]1[C:19](=[O:20])[N:18]([CH2:21][CH3:22])[C:11]2[N:12]=[C:13]([S:16][CH3:17])[N:14]=[CH:15][C:10]=2[CH:9]=1.